Predict which catalyst facilitates the given reaction. From a dataset of Catalyst prediction with 721,799 reactions and 888 catalyst types from USPTO. (1) Reactant: C([N:4]1[CH2:16][CH2:15][C:14]2[N:13]([CH2:17][C:18]([C:21]3[CH:26]=[CH:25][N:24]=[CH:23][CH:22]=3)([OH:20])[CH3:19])[C:12]3[N:11]=[CH:10][C:9]([Cl:27])=[CH:8][C:7]=3[C:6]=2[CH2:5]1)C=C.CN1C(=O)CC(=O)N(C)C1=O. Product: [Cl:27][C:9]1[CH:10]=[N:11][C:12]2[N:13]([CH2:17][C:18]([C:21]3[CH:22]=[CH:23][N:24]=[CH:25][CH:26]=3)([OH:20])[CH3:19])[C:14]3[CH2:15][CH2:16][NH:4][CH2:5][C:6]=3[C:7]=2[CH:8]=1. The catalyst class is: 532. (2) Reactant: [SH2:1].[CH3:2][C:3]1[N:7]([CH2:8][C:9]([N:11]2[CH2:16][CH2:15][CH:14]([C:17]#[N:18])[CH2:13][CH2:12]2)=[O:10])[N:6]=[C:5]([C:19]([F:22])([F:21])[F:20])[CH:4]=1.N(CCO)CCO. Product: [CH3:2][C:3]1[N:7]([CH2:8][C:9]([N:11]2[CH2:16][CH2:15][CH:14]([C:17](=[S:1])[NH2:18])[CH2:13][CH2:12]2)=[O:10])[N:6]=[C:5]([C:19]([F:22])([F:20])[F:21])[CH:4]=1. The catalyst class is: 9. (3) Reactant: C(OC([N:11]1[C:19]2[C:14](=[CH:15][CH:16]=[C:17]([C:20]([OH:22])=O)[CH:18]=2)[CH:13]=[CH:12]1)=O)C1C=CC=CC=1.[N:23]1[CH:28]=[CH:27][C:26]([N:29]2[CH2:34][CH2:33][CH:32]([CH2:35][O:36][C:37]([NH:39][C:40]3[C:41]([NH2:46])=[CH:42][CH:43]=[CH:44][CH:45]=3)=[O:38])[CH2:31][CH2:30]2)=[CH:25][CH:24]=1.C(Cl)CCl.C(OCC)(=O)C. Product: [NH:11]1[C:19]2[C:14](=[CH:15][CH:16]=[C:17]([C:20]([NH:46][C:41]3[C:40]([NH:39][C:37]([O:36][CH2:35][CH:32]4[CH2:31][CH2:30][N:29]([C:26]5[CH:25]=[CH:24][N:23]=[CH:28][CH:27]=5)[CH2:34][CH2:33]4)=[O:38])=[CH:45][CH:44]=[CH:43][CH:42]=3)=[O:22])[CH:18]=2)[CH:13]=[CH:12]1. The catalyst class is: 18. (4) Reactant: Br[C:2]1[CH:7]=[C:6]([CH3:8])[C:5]([Cl:9])=[CH:4][C:3]=1[C:10]([O:13][CH2:14][O:15][CH2:16][CH3:17])([CH3:12])[CH3:11].[B:18]1([B:18]2[O:22][C:21]([CH3:24])([CH3:23])[C:20]([CH3:26])([CH3:25])[O:19]2)[O:22][C:21]([CH3:24])([CH3:23])[C:20]([CH3:26])([CH3:25])[O:19]1.[CH3:36]C([O-])=O.[K+]. Product: [Cl:9][C:5]1[C:6]([CH2:8][CH3:36])=[CH:7][C:2]([B:18]2[O:22][C:21]([CH3:24])([CH3:23])[C:20]([CH3:26])([CH3:25])[O:19]2)=[C:3]([C:10]([O:13][CH2:14][O:15][CH2:16][CH3:17])([CH3:12])[CH3:11])[CH:4]=1. The catalyst class is: 75. (5) Reactant: [CH3:1][CH2:2][N:3]([CH2:6][CH2:7][NH:8][C:9]([C:11]1[C:12]([CH3:29])=[C:13](/[CH:17]=[C:18]2/[C:19]3[CH:20]=[C:21]([F:28])[CH:22]=[CH:23][C:24]=3[NH:25][C:26]/2=[O:27])[NH:14][C:15]=1[CH3:16])=[O:10])[CH2:4][CH3:5].[C:30]([OH:43])(=[O:42])/[CH:31]=[CH:32]/[C:33]1[CH:41]=[CH:40][C:38]([OH:39])=[C:35]([O:36][CH3:37])[CH:34]=1. Product: [CH3:1][CH2:2][N:3]([CH2:6][CH2:7][NH:8][C:9]([C:11]1[C:12]([CH3:29])=[C:13](/[CH:17]=[C:18]2/[C:19]3[CH:20]=[C:21]([F:28])[CH:22]=[CH:23][C:24]=3[NH:25][C:26]/2=[O:27])[NH:14][C:15]=1[CH3:16])=[O:10])[CH2:4][CH3:5].[C:30]([O-:43])(=[O:42])/[CH:31]=[CH:32]/[C:33]1[CH:41]=[CH:40][C:38]([OH:39])=[C:35]([O:36][CH3:37])[CH:34]=1. The catalyst class is: 5. (6) Reactant: Cl[C:2]1[N:7]=[C:6]([S:8][CH3:9])[N:5]=[C:4]([N:10]([C:18]([O:20][C:21]([CH3:24])([CH3:23])[CH3:22])=[O:19])[C:11]([O:13][C:14]([CH3:17])([CH3:16])[CH3:15])=[O:12])[CH:3]=1.CC1(C)C(C)(C)OB([C:33]2[CH:38]=[CH:37][N:36]=[CH:35][C:34]=2[NH2:39])O1. Product: [NH2:39][C:34]1[CH:35]=[N:36][CH:37]=[CH:38][C:33]=1[C:2]1[N:7]=[C:6]([S:8][CH3:9])[N:5]=[C:4]([N:10]([C:18]([O:20][C:21]([CH3:24])([CH3:23])[CH3:22])=[O:19])[C:11]([O:13][C:14]([CH3:17])([CH3:16])[CH3:15])=[O:12])[CH:3]=1. The catalyst class is: 57. (7) Reactant: C([O:5][C:6]([CH:8]1[CH:14]([NH:15][C:16]([O:18][CH2:19][C:20]2[CH:25]=[CH:24][CH:23]=[CH:22][CH:21]=2)=[O:17])[CH2:13][CH:12]=[CH:11][CH2:10][N:9]1[S:26]([C:29]1[CH:34]=[CH:33][C:32]([O:35][CH3:36])=[CH:31][CH:30]=1)(=[O:28])=[O:27])=[O:7])(C)(C)C. Product: [CH2:19]([O:18][C:16]([NH:15][CH:14]1[CH2:13][CH:12]=[CH:11][CH2:10][N:9]([S:26]([C:29]2[CH:30]=[CH:31][C:32]([O:35][CH3:36])=[CH:33][CH:34]=2)(=[O:27])=[O:28])[CH:8]1[C:6]([OH:7])=[O:5])=[O:17])[C:20]1[CH:21]=[CH:22][CH:23]=[CH:24][CH:25]=1. The catalyst class is: 281.